This data is from Catalyst prediction with 721,799 reactions and 888 catalyst types from USPTO. The task is: Predict which catalyst facilitates the given reaction. (1) Reactant: [N+:1]([C:4]1[CH:5]=[C:6]([C:10]2[C:18]([C:19]3[CH:24]=[CH:23][N:22]=[C:21]([NH:25][C:26]4[CH:31]=[CH:30][CH:29]=[CH:28][CH:27]=4)[N:20]=3)=[C:13]3[CH:14]=[CH:15][CH:16]=[CH:17][N:12]3[N:11]=2)[CH:7]=[CH:8][CH:9]=1)([O-])=O.[S-2].[Na+].[Na+]. Product: [NH2:1][C:4]1[CH:5]=[C:6]([C:10]2[C:18]([C:19]3[CH:24]=[CH:23][N:22]=[C:21]([NH:25][C:26]4[CH:31]=[CH:30][CH:29]=[CH:28][CH:27]=4)[N:20]=3)=[C:13]3[CH:14]=[CH:15][CH:16]=[CH:17][N:12]3[N:11]=2)[CH:7]=[CH:8][CH:9]=1. The catalyst class is: 38. (2) Reactant: C([N:8]1[C@H:13]([CH3:14])[CH2:12][N:11]([CH2:15][C:16]2[CH:21]=[C:20]([C:22]3[CH:27]=[CH:26][C:25]([OH:28])=[CH:24][CH:23]=3)[N:19]=[C:18]3[N:29](C4CCCCO4)[N:30]=[C:31]([CH3:32])[C:17]=23)[C@@H:10]([CH3:39])[CH2:9]1)C1C=CC=CC=1. Product: [CH3:39][C@H:10]1[CH2:9][NH:8][C@H:13]([CH3:14])[CH2:12][N:11]1[CH2:15][C:16]1[CH:21]=[C:20]([C:22]2[CH:23]=[CH:24][C:25]([OH:28])=[CH:26][CH:27]=2)[N:19]=[C:18]2[NH:29][N:30]=[C:31]([CH3:32])[C:17]=12. The catalyst class is: 5. (3) Reactant: O1CCOCC1.Cl[C:8]1[CH:13]=[C:12]([CH:14]([S:23][C:24]2[CH:29]=[CH:28][C:27]([Cl:30])=[CH:26][CH:25]=2)[C:15]2[CH:20]=[C:19]([F:21])[CH:18]=[CH:17][C:16]=2[F:22])[C:11]([Cl:31])=[CH:10][N:9]=1.[NH2:32][CH2:33][C:34]([CH3:38])([CH3:37])[CH2:35][OH:36]. Product: [Cl:31][C:11]1[C:12]([CH:14]([S:23][C:24]2[CH:25]=[CH:26][C:27]([Cl:30])=[CH:28][CH:29]=2)[C:15]2[CH:20]=[C:19]([F:21])[CH:18]=[CH:17][C:16]=2[F:22])=[CH:13][C:8]([NH:32][CH2:33][C:34]([CH3:38])([CH3:37])[CH2:35][OH:36])=[N:9][CH:10]=1. The catalyst class is: 81. (4) Reactant: [NH:1]1[C:9]2[C:4](=[CH:5][CH:6]=[CH:7][CH:8]=2)[CH:3]=[C:2]1[CH:10]=O.[CH3:12][N:13]1[CH2:17][CH2:16][CH2:15][CH:14]1[CH2:18][CH2:19][NH2:20].[Na]. Product: [NH:1]1[C:9]2[C:4](=[CH:5][CH:6]=[CH:7][CH:8]=2)[CH:3]=[C:2]1[CH2:10][NH:20][CH2:19][CH2:18][CH:14]1[CH2:15][CH2:16][CH2:17][N:13]1[CH3:12]. The catalyst class is: 4. (5) Reactant: [Cl:1][C:2]1[CH:3]=[C:4](SC)[C:5]([NH2:9])=[N:6][C:7]=1[CH3:8].O[O:13][S:14]([O-:16])=O.[K+].S([O-])(O)=O.[C:22](=O)(O)[O-].[Na+]. Product: [Cl:1][C:2]1[CH:3]=[C:4]([S:14]([CH3:22])(=[O:16])=[O:13])[C:5]([NH2:9])=[N:6][C:7]=1[CH3:8]. The catalyst class is: 24. (6) Reactant: [OH:1][C:2]1[CH:3]=[C:4]([CH:8]=[CH:9][C:10]=1[O:11][CH3:12])[C:5]([OH:7])=O.C(Cl)(=O)C(Cl)=O.[NH2:19][C:20]1[CH:25]=[CH:24][C:23]([C:26]2([C:31]#[N:32])[CH2:30][CH2:29][CH2:28][CH2:27]2)=[CH:22][CH:21]=1.C(N(CC)CC)C. Product: [C:31]([C:26]1([C:23]2[CH:22]=[CH:21][C:20]([NH:19][C:5](=[O:7])[C:4]3[CH:8]=[CH:9][C:10]([O:11][CH3:12])=[C:2]([OH:1])[CH:3]=3)=[CH:25][CH:24]=2)[CH2:30][CH2:29][CH2:28][CH2:27]1)#[N:32]. The catalyst class is: 3. (7) The catalyst class is: 1. Product: [CH2:37]([O:36][C:33](=[O:35])[CH2:34][C:14](=[O:31])[CH2:15][CH:16]1[CH2:20][CH2:19][CH2:18][N:17]1[C:21]([O:23][CH2:24][C:25]1[CH:30]=[CH:29][CH:28]=[CH:27][CH:26]=1)=[O:22])[CH3:38]. Reactant: [Li]CCCC.C(NC(C)C)(C)C.Cl[C:14](=[O:31])[CH2:15][CH:16]1[CH2:20][CH2:19][CH2:18][N:17]1[C:21]([O:23][CH2:24][C:25]1[CH:30]=[CH:29][CH:28]=[CH:27][CH:26]=1)=[O:22].Cl.[C:33]([O:36][CH2:37][CH3:38])(=[O:35])[CH3:34]. (8) Reactant: [CH3:1][O:2][C:3]1[N:8]=[CH:7][C:6]([NH:9][C:10]2[C:15]([C:16]3[CH:21]=[C:20]([S:22][CH3:23])[N:19]=[C:18]([CH3:24])[N:17]=3)=[N:14][CH:13]=[CH:12][N:11]=2)=[CH:5][CH:4]=1.ClC1C=C(C=CC=1)C(OO)=[O:30]. Product: [CH3:1][O:2][C:3]1[N:8]=[CH:7][C:6]([NH:9][C:10]2[C:15]([C:16]3[CH:21]=[C:20]([S:22]([CH3:23])=[O:30])[N:19]=[C:18]([CH3:24])[N:17]=3)=[N:14][CH:13]=[CH:12][N:11]=2)=[CH:5][CH:4]=1. The catalyst class is: 12.